From a dataset of Forward reaction prediction with 1.9M reactions from USPTO patents (1976-2016). Predict the product of the given reaction. Given the reactants C(N(CC)CC)C.[NH:8]1[CH2:13][CH2:12][CH:11]([C:14]([OH:16])=[O:15])[CH2:10][CH2:9]1.Cl[C:18]([O:20][CH2:21][C:22]1[CH:27]=[CH:26][CH:25]=[CH:24][CH:23]=1)=[O:19], predict the reaction product. The product is: [CH2:21]([O:20][C:18]([N:8]1[CH2:13][CH2:12][CH:11]([C:14]([OH:16])=[O:15])[CH2:10][CH2:9]1)=[O:19])[C:22]1[CH:27]=[CH:26][CH:25]=[CH:24][CH:23]=1.